This data is from Catalyst prediction with 721,799 reactions and 888 catalyst types from USPTO. The task is: Predict which catalyst facilitates the given reaction. (1) Reactant: CN(C)/C=[CH:4]/[C:5](C1N(C(C)C)C(C)=NC=1)=[O:6].S([N:21]1[CH2:26][CH2:25][N:24]([C:27]2[CH:49]=[CH:48][C:30]([NH:31][C:32]3[N:37]=[C:36]([C:38]4[N:42]([CH:43]([CH3:45])[CH3:44])[C:41]([CH3:46])=[N:40][CH:39]=4)[C:35](Cl)=[CH:34][N:33]=3)=[CH:29][CH:28]=2)[CH2:23][CH2:22]1)(C)(=O)=O. Product: [C:5]([N:21]1[CH2:22][CH2:23][N:24]([C:27]2[CH:28]=[CH:29][C:30]([NH:31][C:32]3[N:37]=[C:36]([C:38]4[N:42]([CH:43]([CH3:45])[CH3:44])[C:41]([CH3:46])=[N:40][CH:39]=4)[CH:35]=[CH:34][N:33]=3)=[CH:48][CH:49]=2)[CH2:25][CH2:26]1)(=[O:6])[CH3:4]. The catalyst class is: 141. (2) Reactant: N1C=CN=C1.[Si:6](Cl)([C:9]([CH3:12])([CH3:11])[CH3:10])([CH3:8])[CH3:7].[NH2:14][C:15]1[N:20]=[C:19]([S:21][CH2:22][C:23]2[CH:28]=[CH:27][CH:26]=[CH:25][CH:24]=2)[N:18]=[C:17]([NH:29][C@H:30]([CH3:33])[CH2:31][OH:32])[CH:16]=1. Product: [CH2:22]([S:21][C:19]1[N:18]=[C:17]([NH:29][C@H:30]([CH3:33])[CH2:31][O:32][Si:6]([C:9]([CH3:12])([CH3:11])[CH3:10])([CH3:8])[CH3:7])[CH:16]=[C:15]([NH2:14])[N:20]=1)[C:23]1[CH:28]=[CH:27][CH:26]=[CH:25][CH:24]=1. The catalyst class is: 3. (3) Reactant: N#N.C([SiH2][O:8][C:9](C)(C)[C:10]1[S:14][C:13]([C:15](=[O:17])[CH3:16])=[N:12][CH:11]=1)(C)(C)C.COC([O:25][CH3:26])OC.[C:27]([O-])([O-])=O.[Na+].[Na+]. Product: [CH3:16][C:15]1([C:13]2[S:14][C:10]([CH2:9][OH:8])=[CH:11][N:12]=2)[O:17][CH2:27][CH2:26][O:25]1. The catalyst class is: 196.